Dataset: Full USPTO retrosynthesis dataset with 1.9M reactions from patents (1976-2016). Task: Predict the reactants needed to synthesize the given product. Given the product [Cl:10][C:11]1[C:12]([CH3:23])=[C:13]([B:4]2[O:5][C:6]([CH3:8])([CH3:7])[C:2]([CH3:9])([CH3:1])[O:3]2)[C:14]([O:20][CH3:21])=[C:15]([C:17](=[O:19])[CH3:18])[CH:16]=1, predict the reactants needed to synthesize it. The reactants are: [CH3:1][C:2]1([CH3:9])[C:6]([CH3:8])([CH3:7])[O:5][BH:4][O:3]1.[Cl:10][C:11]1[C:12]([CH3:23])=[C:13](I)[C:14]([O:20][CH3:21])=[C:15]([C:17](=[O:19])[CH3:18])[CH:16]=1.C1(P(C2CCCCC2)C2C=CC=CC=2C2C(OC)=CC=CC=2OC)CCCCC1.C(N(CC)CC)C.